This data is from Reaction yield outcomes from USPTO patents with 853,638 reactions. The task is: Predict the reaction yield, written as a fraction of the theoretical maximum amount of product (1.0 means a 100% yield; for example, 0.34 means a 34% yield). (1) The reactants are [Cl:1][C:2]1[CH:3]=[C:4]2[C:12](=[CH:13][CH:14]=1)[NH:11][C:10]1[CH2:9][CH2:8][CH2:7][C:6](=O)[C:5]2=1.C(=O)(O)O.[NH2:20][NH:21][C:22]([NH2:24])=[NH:23]. The catalyst is C(O)(C)C.Cl. The product is [Cl:1][C:2]1[CH:3]=[C:4]2[C:12](=[CH:13][CH:14]=1)[NH:11][C:10]1[CH2:9][CH2:8][CH2:7][C:6](=[N:20][NH:21][C:22](=[NH:23])[NH2:24])[C:5]2=1. The yield is 0.490. (2) The reactants are [CH2:1]([C:3]1[CH:4]=[CH:5][C:6]([CH:9]2[CH2:13][O:12]S(=O)[O:10]2)=[N:7][CH:8]=1)[CH3:2].O[C:16]1[CH:23]=[CH:22][C:19]([CH:20]=[O:21])=[CH:18][CH:17]=1. The catalyst is CN(C=O)C. The product is [CH2:1]([C:3]1[CH:4]=[CH:5][C:6]([CH:9]([OH:10])[CH2:13][O:12][C:16]2[CH:23]=[CH:22][C:19]([CH:20]=[O:21])=[CH:18][CH:17]=2)=[N:7][CH:8]=1)[CH3:2]. The yield is 0.470. (3) The reactants are C[Al](C)C.[CH2:5]([N:7]1[CH2:13][CH2:12][CH2:11][N:10]([C:14]2[N:19]=[CH:18][C:17]([C:20]([O:22]C)=O)=[CH:16][N:15]=2)[CH2:9][CH2:8]1)[CH3:6].[CH3:24][O:25][C:26]1[CH:27]=[C:28]([CH2:34][CH2:35][C:36]2[CH:37]=[C:38]([NH2:41])[NH:39][N:40]=2)[CH:29]=[C:30]([O:32][CH3:33])[CH:31]=1. The catalyst is C1(C)C=CC=CC=1. The product is [CH3:33][O:32][C:30]1[CH:29]=[C:28]([CH2:34][CH2:35][C:36]2[CH:37]=[C:38]([NH:41][C:20]([C:17]3[CH:18]=[N:19][C:14]([N:10]4[CH2:11][CH2:12][CH2:13][N:7]([CH2:5][CH3:6])[CH2:8][CH2:9]4)=[N:15][CH:16]=3)=[O:22])[NH:39][N:40]=2)[CH:27]=[C:26]([O:25][CH3:24])[CH:31]=1. The yield is 0.220. (4) The reactants are [CH3:1][Si:2]([CH3:9])([CH3:8])N[Si:2]([CH3:9])([CH3:8])[CH3:1].[Br:10][CH2:11][CH2:12][CH2:13][OH:14].N. No catalyst specified. The product is [CH3:1][Si:2]([CH3:9])([CH3:8])[O:14][CH2:13][CH2:12][CH2:11][Br:10]. The yield is 0.980. (5) The reactants are [Cl:1][C:2]1[N:3]=[C:4]([NH:11][CH2:12][CH:13]2[CH2:16][N:15]([C:17]([O:19]C(C)(C)C)=O)[CH2:14]2)[C:5]2[CH:10]=[CH:9][S:8][C:6]=2[N:7]=1.F[C:25](F)(F)[C:26](O)=O.C(N(CC)C(C)C)(C)C.C(Cl)(=O)C=C. The catalyst is ClCCl.O. The product is [Cl:1][C:2]1[N:3]=[C:4]([NH:11][CH2:12][CH:13]2[CH2:14][N:15]([C:17](=[O:19])[CH:25]=[CH2:26])[CH2:16]2)[C:5]2[CH:10]=[CH:9][S:8][C:6]=2[N:7]=1. The yield is 0.811. (6) The reactants are [CH3:1][O:2][C:3]1[CH:4]=[C:5]([C:9]2[C:10](=[O:17])[CH2:11][CH2:12][C:13]([CH3:16])([CH3:15])[CH:14]=2)[CH:6]=[CH:7][CH:8]=1. The catalyst is C(O)C.N#N.[Pd]. The product is [CH3:1][O:2][C:3]1[CH:4]=[C:5]([CH:9]2[CH2:14][C:13]([CH3:15])([CH3:16])[CH2:12][CH2:11][C:10]2=[O:17])[CH:6]=[CH:7][CH:8]=1. The yield is 0.990. (7) The reactants are [CH2:1]([O:4][C:5]([NH:7][CH2:8][CH2:9][CH2:10][CH2:11][NH2:12])=[O:6])[CH:2]=[CH2:3].CN(C1C2C(N(C)C)=CC=CC=2C=CC=1)C.[Br:29][CH2:30][C:31](Br)=[O:32]. The catalyst is ClCCl. The product is [Br:29][CH2:30][C:31]([NH:12][CH2:11][CH2:10][CH2:9][CH2:8][NH:7][C:5](=[O:6])[O:4][CH2:1][CH:2]=[CH2:3])=[O:32]. The yield is 0.760. (8) The reactants are [Br:1][CH2:2][C:3]1[CH:12]=[CH:11][C:10]2[C:5](=[CH:6][CH:7]=[C:8](F)[CH:9]=2)[N:4]=1.[F:14]C1C=C2C(C=CC(C)=N2)=CC=1. No catalyst specified. The product is [Br:1][CH2:2][C:3]1[CH:12]=[CH:11][C:10]2[C:5](=[CH:6][C:7]([F:14])=[CH:8][CH:9]=2)[N:4]=1. The yield is 0.610.